The task is: Predict the product of the given reaction.. This data is from Forward reaction prediction with 1.9M reactions from USPTO patents (1976-2016). Given the reactants [F:1][C:2]([C:5]1[CH:10]=[CH:9][C:8]([CH2:11][C@H:12]([NH:15][C:16](=[O:22])[O:17][C:18]([CH3:21])([CH3:20])[CH3:19])[CH2:13][OH:14])=[CH:7][CH:6]=1)([F:4])[CH3:3].[O:23]=[S:24](Cl)Cl.N1C=CC=CC=1, predict the reaction product. The product is: [F:1][C:2]([C:5]1[CH:6]=[CH:7][C:8]([CH2:11][C@H:12]2[CH2:13][O:14][S:24](=[O:23])[N:15]2[C:16]([O:17][C:18]([CH3:21])([CH3:20])[CH3:19])=[O:22])=[CH:9][CH:10]=1)([F:4])[CH3:3].